This data is from Catalyst prediction with 721,799 reactions and 888 catalyst types from USPTO. The task is: Predict which catalyst facilitates the given reaction. (1) Reactant: [Cl:1][C:2]1[CH:3]=[CH:4][C:5]([N:38]2[CH:42]=[N:41][N:40]=[N:39]2)=[C:6]([C:8]2[CH:16]=[C:15]3[N:11]([C@H:12]([C:17]4[NH:18][C:19]([C:22]5[CH:27]=[CH:26][C:25]([NH:28][C:29](=[O:36])[CH2:30][CH2:31][CH2:32][C:33]([OH:35])=[O:34])=[CH:24][CH:23]=5)=[CH:20][N:21]=4)[CH2:13][CH2:14]3)[C:10](=[O:37])[CH:9]=2)[CH:7]=1.[CH:43](O)=O. Product: [Cl:1][C:2]1[CH:3]=[CH:4][C:5]([N:38]2[CH:42]=[N:41][N:40]=[N:39]2)=[C:6]([C:8]2[CH:16]=[C:15]3[N:11]([C@H:12]([C:17]4[NH:18][C:19]([C:22]5[CH:23]=[CH:24][C:25]([NH:28][C:29](=[O:36])[CH2:30][CH2:31][CH2:32][C:33]([O:35][CH3:43])=[O:34])=[CH:26][CH:27]=5)=[CH:20][N:21]=4)[CH2:13][CH2:14]3)[C:10](=[O:37])[CH:9]=2)[CH:7]=1. The catalyst class is: 5. (2) Reactant: CN(C)C.[NH2:5][CH2:6][CH2:7][CH2:8][CH2:9][CH2:10][C:11]([O:13][CH3:14])=[O:12].[C:15](O[C:15]([O:17][C:18]([CH3:21])([CH3:20])[CH3:19])=[O:16])([O:17][C:18]([CH3:21])([CH3:20])[CH3:19])=[O:16]. Product: [C:18]([O:17][C:15]([NH:5][CH2:6][CH2:7][CH2:8][CH2:9][CH2:10][C:11]([O:13][CH3:14])=[O:12])=[O:16])([CH3:21])([CH3:20])[CH3:19]. The catalyst class is: 4. (3) Reactant: [CH3:1][O:2][C:3]1[CH:11]=[CH:10][CH:9]=[CH:8][C:4]=1[CH2:5][Mg]Br.[CH2:12]([N:19]1[CH2:24][CH2:23][O:22][CH:21]([C:25]([C:27]2[CH:32]=[CH:31][CH:30]=[C:29]([F:33])[CH:28]=2)=[O:26])[CH2:20]1)[C:13]1[CH:18]=[CH:17][CH:16]=[CH:15][CH:14]=1.C([O-])(O)=O.[Na+]. Product: [CH2:12]([N:19]1[CH2:24][CH2:23][O:22][CH:21]([C:25]([C:27]2[CH:32]=[CH:31][CH:30]=[C:29]([F:33])[CH:28]=2)([OH:26])[CH2:5][C:4]2[CH:8]=[CH:9][CH:10]=[CH:11][C:3]=2[O:2][CH3:1])[CH2:20]1)[C:13]1[CH:14]=[CH:15][CH:16]=[CH:17][CH:18]=1. The catalyst class is: 7. (4) Reactant: [Cl:1][C:2]1[C:3]([C:9]2[CH:10]=[C:11]([NH:15][C:16](=[O:22])[O:17][C:18]([CH3:21])([CH3:20])[CH3:19])[CH:12]=[CH:13][CH:14]=2)=[CH:4][C:5]([F:8])=[N:6][CH:7]=1.[H-].[Na+].CC1C=CC(S(O[CH2:36][CH:37]2[CH2:42][CH2:41][O:40][CH2:39][CH2:38]2)(=O)=O)=CC=1. Product: [C:18]([O:17][C:16](=[O:22])[N:15]([C:11]1[CH:12]=[CH:13][CH:14]=[C:9]([C:3]2[C:2]([Cl:1])=[CH:7][N:6]=[C:5]([F:8])[CH:4]=2)[CH:10]=1)[CH2:36][CH:37]1[CH2:42][CH2:41][O:40][CH2:39][CH2:38]1)([CH3:19])([CH3:21])[CH3:20]. The catalyst class is: 31.